This data is from Catalyst prediction with 721,799 reactions and 888 catalyst types from USPTO. The task is: Predict which catalyst facilitates the given reaction. (1) Reactant: [Cl:1][C:2]1[CH:3]=[C:4]([C:12]2[O:16][N:15]=[C:14]([C:17]([O:19]CC)=[O:18])[CH:13]=2)[CH:5]=[CH:6][C:7]=1[O:8][CH:9]([CH3:11])[CH3:10].[OH-].[Na+]. Product: [Cl:1][C:2]1[CH:3]=[C:4]([C:12]2[O:16][N:15]=[C:14]([C:17]([OH:19])=[O:18])[CH:13]=2)[CH:5]=[CH:6][C:7]=1[O:8][CH:9]([CH3:11])[CH3:10]. The catalyst class is: 1. (2) Reactant: [CH2:1]([O:5][CH2:6][CH2:7][O:8][C:9]1[CH:14]=[CH:13][C:12]([C:15]2[CH:16]=[CH:17][C:18]3[N:24]([CH2:25][CH:26]([CH3:28])[CH3:27])[CH2:23][CH2:22][C:21]([C:29]([NH:31][C:32]4[CH:37]=[CH:36][C:35]([S:38][CH2:39][C:40]5[N:44]([CH3:45])[N:43]=[N:42][N:41]=5)=[CH:34][CH:33]=4)=[O:30])=[CH:20][C:19]=3[CH:46]=2)=[CH:11][CH:10]=1)[CH2:2][CH2:3][CH3:4].ClC1C=CC=C(C(OO)=[O:55])C=1.S([O-])([O-])(=O)=S.[Na+].[Na+]. Product: [CH2:1]([O:5][CH2:6][CH2:7][O:8][C:9]1[CH:10]=[CH:11][C:12]([C:15]2[CH:16]=[CH:17][C:18]3[N:24]([CH2:25][CH:26]([CH3:27])[CH3:28])[CH2:23][CH2:22][C:21]([C:29]([NH:31][C:32]4[CH:33]=[CH:34][C:35]([S:38]([CH2:39][C:40]5[N:44]([CH3:45])[N:43]=[N:42][N:41]=5)=[O:55])=[CH:36][CH:37]=4)=[O:30])=[CH:20][C:19]=3[CH:46]=2)=[CH:13][CH:14]=1)[CH2:2][CH2:3][CH3:4]. The catalyst class is: 2. (3) Reactant: [OH:1][CH2:2][CH2:3][C:4]1[CH:5]=[C:6]([C:14]([O:16][CH3:17])=[O:15])[C:7]2[C:12]([CH:13]=1)=[CH:11][CH:10]=[CH:9][CH:8]=2.I[CH3:19].[H-].[Na+]. Product: [CH3:19][O:1][CH2:2][CH2:3][C:4]1[CH:5]=[C:6]([C:14]([O:16][CH3:17])=[O:15])[C:7]2[C:12]([CH:13]=1)=[CH:11][CH:10]=[CH:9][CH:8]=2. The catalyst class is: 1. (4) Reactant: O[C:2]1[CH:3]=[C:4]([CH:8]=[CH:9][CH:10]=1)[C:5]([NH2:7])=[O:6].C[O:12][C:13](OC)([CH3:15])[CH3:14].C1(C)C=CC(S(O)(=O)=O)=CC=1. Product: [CH3:14][C:13]1([CH3:15])[NH:7][C:5](=[O:6])[C:4]2[CH:3]=[CH:2][CH:10]=[CH:9][C:8]=2[O:12]1. The catalyst class is: 21. (5) Product: [C:1]([NH:5][S:6]([C:9]1[S:10][C:11]([C:14]2[N:19]=[C:18]([NH:20][C:21]3[CH:25]=[C:24]([CH:26]4[CH2:28][CH2:27]4)[NH:23][N:22]=3)[C:17](/[CH:29]=[CH:30]/[CH2:31][OH:32])=[CH:16][N:15]=2)=[CH:12][CH:13]=1)(=[O:7])=[O:8])([CH3:4])([CH3:3])[CH3:2]. The catalyst class is: 1. Reactant: [C:1]([NH:5][S:6]([C:9]1[S:10][C:11]([C:14]2[N:19]=[C:18]([NH:20][C:21]3[CH:25]=[C:24]([CH:26]4[CH2:28][CH2:27]4)[NH:23][N:22]=3)[C:17]([C:29]#[C:30][CH2:31][OH:32])=[CH:16][N:15]=2)=[CH:12][CH:13]=1)(=[O:8])=[O:7])([CH3:4])([CH3:3])[CH3:2].[H-].[H-].[H-].[H-].[Li+].[Al+3]. (6) Reactant: C[O:2][C:3](=[O:41])[C:4]1[CH:9]=[CH:8][C:7]([NH:10][C:11]([C@H:13]2[C@H:17]([C:18]3[CH:23]=[CH:22][CH:21]=[C:20]([Cl:24])[C:19]=3[F:25])[C@:16]([C:28]3[CH:33]=[CH:32][C:31]([Cl:34])=[CH:30][C:29]=3[F:35])([C:26]#[N:27])[C@H:15]([CH2:36][C:37]([CH3:40])([CH3:39])[CH3:38])[NH:14]2)=[O:12])=[N:6][CH:5]=1.[OH-].[Na+].CO.Cl. Product: [Cl:24][C:20]1[C:19]([F:25])=[C:18]([C@@H:17]2[C@:16]([C:28]3[CH:33]=[CH:32][C:31]([Cl:34])=[CH:30][C:29]=3[F:35])([C:26]#[N:27])[C@H:15]([CH2:36][C:37]([CH3:40])([CH3:39])[CH3:38])[NH:14][C@H:13]2[C:11]([NH:10][C:7]2[CH:8]=[CH:9][C:4]([C:3]([OH:41])=[O:2])=[CH:5][N:6]=2)=[O:12])[CH:23]=[CH:22][CH:21]=1. The catalyst class is: 7. (7) Product: [CH:31]([N:14]([CH2:13][C@H:11]1[C@H:10]([O:34][CH2:36][C:37]2[O:41][N:40]=[C:39]([C:42]3[CH:43]=[CH:44][CH:45]=[CH:46][CH:47]=3)[CH:38]=2)[CH2:9][NH:8][CH2:12]1)[C:15](=[O:30])[C:16]1[CH:21]=[CH:20][C:19]([O:22][CH3:23])=[C:18]([O:24][CH2:25][CH2:26][CH2:27][O:28][CH3:29])[CH:17]=1)([CH3:32])[CH3:33]. Reactant: C(OC([N:8]1[CH2:12][C@@H:11]([CH2:13][N:14]([CH:31]([CH3:33])[CH3:32])[C:15](=[O:30])[C:16]2[CH:21]=[CH:20][C:19]([O:22][CH3:23])=[C:18]([O:24][CH2:25][CH2:26][CH2:27][O:28][CH3:29])[CH:17]=2)[C@H:10]([OH:34])[CH2:9]1)=O)(C)(C)C.Cl[CH2:36][C:37]1[O:41][N:40]=[C:39]([C:42]2[CH:47]=[CH:46][CH:45]=[CH:44][CH:43]=2)[CH:38]=1.CC#N.O.CC#N. The catalyst class is: 6. (8) Reactant: [Br:1][C:2]1[CH:7]=[CH:6][C:5]([C:8]2[O:9][C:10]3[CH:16]=[CH:15][CH:14]=[C:13]([N+:17]([O-])=O)[C:11]=3[N:12]=2)=[CH:4][CH:3]=1.[Sn](Cl)Cl.Cl. Product: [Br:1][C:2]1[CH:3]=[CH:4][C:5]([C:8]2[O:9][C:10]3[C:11](=[C:13]([NH2:17])[CH:14]=[CH:15][CH:16]=3)[N:12]=2)=[CH:6][CH:7]=1. The catalyst class is: 1. (9) Reactant: [CH:1]1([C:4]([C:6]2[CH:11]=[CH:10][C:9]([CH2:12][C:13](OCC)=O)=[CH:8][CH:7]=2)=[O:5])[CH2:3][CH2:2]1.C(O[C:21](=[O:25])[O:22][CH2:23][CH3:24])C.C[Si]([N-][Si](C)(C)C)(C)C.[Na+].IC. Product: [CH:1]1([C:4]([C:6]2[CH:7]=[CH:8][C:9]([CH2:12][CH:13]([C:21]([O:22][CH2:23][CH3:24])=[O:25])[C:21]([O:22][CH2:23][CH3:24])=[O:25])=[CH:10][CH:11]=2)=[O:5])[CH2:2][CH2:3]1. The catalyst class is: 355.